This data is from Reaction yield outcomes from USPTO patents with 853,638 reactions. The task is: Predict the reaction yield, written as a fraction of the theoretical maximum amount of product (1.0 means a 100% yield; for example, 0.34 means a 34% yield). The reactants are [OH2:1].[C:2]1([CH3:12])[CH:7]=[CH:6][C:5](S(O)(=O)=O)=[CH:4][CH:3]=1.[CH:13]([O:20]CC)([O:17][CH2:18][CH3:19])OCC.[CH2:23]([OH:25])[CH3:24]. The catalyst is C(OCC)(=O)C. The product is [CH2:23]([O:25][C:12]([C@H:2]1[CH2:7][CH2:6][CH2:5][C@@H:4]([C:13]([O:17][CH2:18][CH3:19])=[O:20])[CH2:3]1)=[O:1])[CH3:24]. The yield is 0.877.